Dataset: Retrosynthesis with 50K atom-mapped reactions and 10 reaction types from USPTO. Task: Predict the reactants needed to synthesize the given product. (1) The reactants are: CNC(=O)c1c(-c2ccc(F)cc2)oc2cc(N(c3ccc([N+](=O)[O-])c(Cl)c3)S(C)(=O)=O)c(C3CC3)cc12.C[S-]. Given the product CNC(=O)c1c(-c2ccc(F)cc2)oc2cc(N(c3ccc([N+](=O)[O-])c(SC)c3)S(C)(=O)=O)c(C3CC3)cc12, predict the reactants needed to synthesize it. (2) The reactants are: CCOCCn1nc(CC)c2nc(Cl)nc(Nc3cc(C)ccn3)c21.O=C(O)C1CCNCC1. Given the product CCOCCn1nc(CC)c2nc(N3CCC(C(=O)O)CC3)nc(Nc3cc(C)ccn3)c21, predict the reactants needed to synthesize it. (3) Given the product CO[C@@H](Cc1ccc(C#CCOc2ccc(C(=NO)c3ccc(F)cc3)cc2)cc1)C(=O)O, predict the reactants needed to synthesize it. The reactants are: CO[C@@H](Cc1ccc(C#CCOc2ccc(C(=O)c3ccc(F)cc3)cc2)cc1)C(=O)O.NO. (4) Given the product COc1cc(NCc2csc(C)c2)ccc1-c1cnco1, predict the reactants needed to synthesize it. The reactants are: COc1cc(N)ccc1-c1cnco1.Cc1cc(C=O)cs1. (5) Given the product Clc1cncc(Oc2cccnc2)n1, predict the reactants needed to synthesize it. The reactants are: Clc1cncc(Cl)n1.Oc1cccnc1. (6) Given the product CCC(=O)c1ccc(O)nc1, predict the reactants needed to synthesize it. The reactants are: CC[Mg+].CON(C)C(=O)c1ccc(O)nc1. (7) Given the product OC(Cc1ccc(Cl)cc1)(Cn1ccnc1)c1ccc2c(c1)Cc1cc(Cl)ccc1-2, predict the reactants needed to synthesize it. The reactants are: OC(CCl)(Cc1ccc(Cl)cc1)c1ccc2c(c1)Cc1cc(Cl)ccc1-2.c1c[nH]cn1.